The task is: Predict the reaction yield, written as a fraction of the theoretical maximum amount of product (1.0 means a 100% yield; for example, 0.34 means a 34% yield).. This data is from Reaction yield outcomes from USPTO patents with 853,638 reactions. (1) The reactants are FC1C=CC(NC(=O)NC2C=CC(C3C=C4C(CN([C@@H](C(C)C)C(O)=O)C4=O)=CC=3)=CC=2)=CC=1.[CH3:35][CH:36]([CH3:75])[C@H:37]([N:42]1[CH2:50][C:49]2[C:44](=[CH:45][C:46]([C:51]3[CH:56]=[CH:55][C:54]([NH:57][C:58]([NH:60][C:61]4[CH:66]=[CH:65][CH:64]=[CH:63][C:62]=4[O:67][C:68]4[CH:73]=[CH:72][CH:71]=[CH:70][CH:69]=4)=[O:59])=[CH:53][CH:52]=3)=[CH:47][CH:48]=2)[C:43]1=[O:74])[C:38]([O:40]C)=[O:39]. No catalyst specified. The product is [CH3:35][CH:36]([CH3:75])[C@H:37]([N:42]1[CH2:50][C:49]2[C:44](=[CH:45][C:46]([C:51]3[CH:52]=[CH:53][C:54]([NH:57][C:58]([NH:60][C:61]4[CH:66]=[CH:65][CH:64]=[CH:63][C:62]=4[O:67][C:68]4[CH:69]=[CH:70][CH:71]=[CH:72][CH:73]=4)=[O:59])=[CH:55][CH:56]=3)=[CH:47][CH:48]=2)[C:43]1=[O:74])[C:38]([OH:40])=[O:39]. The yield is 0.680. (2) The reactants are [NH2:1][C:2]1[CH:7]=[CH:6][C:5]([Br:8])=[CH:4][C:3]=1[CH2:9][OH:10]. The catalyst is C(Cl)Cl.O=[Mn]=O. The product is [NH2:1][C:2]1[CH:7]=[CH:6][C:5]([Br:8])=[CH:4][C:3]=1[CH:9]=[O:10]. The yield is 0.810. (3) The reactants are Br[CH2:2][CH2:3][NH:4][C:5](=[O:11])[O:6][C:7]([CH3:10])([CH3:9])[CH3:8].C(#N)C.[OH:15][N:16]1[C:20](=[O:21])[C:19]2=[CH:22][CH:23]=[CH:24][CH:25]=[C:18]2[C:17]1=[O:26]. The catalyst is C(N(CC)CC)C. The product is [O:26]=[C:17]1[C:18]2[C:19](=[CH:22][CH:23]=[CH:24][CH:25]=2)[C:20](=[O:21])[N:16]1[O:15][CH2:2][CH2:3][NH:4][C:5](=[O:11])[O:6][C:7]([CH3:10])([CH3:9])[CH3:8]. The yield is 0.657.